Predict the product of the given reaction. From a dataset of Forward reaction prediction with 1.9M reactions from USPTO patents (1976-2016). Given the reactants [I:1][C:2]1[C:7]2[N:8]=[C:9]([NH:11][CH:12]3[CH2:17][CH2:16][NH:15][CH2:14][CH2:13]3)[O:10][C:6]=2[CH:5]=[CH:4][CH:3]=1.[CH2:18]([O:20][C:21]1[CH:22]=[C:23]([CH:26]=[C:27]([O:34][CH2:35][CH3:36])[C:28]=1[N:29]1[CH:33]=[CH:32][CH:31]=[CH:30]1)[CH:24]=O)[CH3:19].C([BH3-])#N.[Na+].C(N(C(C)C)C(C)C)C, predict the reaction product. The product is: [CH2:18]([O:20][C:21]1[CH:22]=[C:23]([CH:26]=[C:27]([O:34][CH2:35][CH3:36])[C:28]=1[N:29]1[CH:33]=[CH:32][CH:31]=[CH:30]1)[CH2:24][N:15]1[CH2:16][CH2:17][CH:12]([NH:11][C:9]2[O:10][C:6]3[CH:5]=[CH:4][CH:3]=[C:2]([I:1])[C:7]=3[N:8]=2)[CH2:13][CH2:14]1)[CH3:19].